The task is: Predict which catalyst facilitates the given reaction.. This data is from Catalyst prediction with 721,799 reactions and 888 catalyst types from USPTO. (1) Product: [C:19]([O:23][C:24]([N:10]1[C:18]2[CH:17]=[CH:16][N:15]=[CH:14][C:13]=2[CH:12]=[CH:11]1)=[O:25])([CH3:22])([CH3:21])[CH3:20]. The catalyst class is: 10. Reactant: CN(C1C=CC=CN=1)C.[NH:10]1[C:18]2[C:13](=[CH:14][N:15]=[CH:16][CH:17]=2)[CH:12]=[CH:11]1.[C:19]([O:23][C:24](O[C:24]([O:23][C:19]([CH3:22])([CH3:21])[CH3:20])=[O:25])=[O:25])([CH3:22])([CH3:21])[CH3:20]. (2) Reactant: Cl.[S:2]([N:12]1[C:16]2=[N:17][CH:18]=[C:19]([CH2:21][NH2:22])[N:20]=[C:15]2[CH:14]=[CH:13]1)([C:5]1[CH:11]=[CH:10][C:8]([CH3:9])=[CH:7][CH:6]=1)(=[O:4])=[O:3].[CH:23]1([C:29](Cl)=[O:30])[CH2:28][CH2:27][CH2:26][CH2:25][CH2:24]1.CCN(C(C)C)C(C)C.C([O-])(O)=O.[Na+]. Product: [S:2]([N:12]1[C:16]2=[N:17][CH:18]=[C:19]([CH2:21][NH:22][C:29]([CH:23]3[CH2:28][CH2:27][CH2:26][CH2:25][CH2:24]3)=[O:30])[N:20]=[C:15]2[CH:14]=[CH:13]1)([C:5]1[CH:6]=[CH:7][C:8]([CH3:9])=[CH:10][CH:11]=1)(=[O:3])=[O:4]. The catalyst class is: 2. (3) The catalyst class is: 3. Reactant: [Cl:1][C:2]1[CH:3]=[C:4]([C:8]2[CH:9]=[C:10]3[C:15](=[CH:16][CH:17]=2)[NH:14][C:13](=[O:18])[N:12]=[C:11]3[CH:19]2[CH2:21][CH2:20]2)[CH:5]=[CH:6][CH:7]=1.[CH3:22][O:23][C:24]1[CH:31]=[CH:30][C:27]([CH2:28]Cl)=[CH:26][CH:25]=1. Product: [Cl:1][C:2]1[CH:3]=[C:4]([C:8]2[CH:9]=[C:10]3[C:15](=[CH:16][CH:17]=2)[N:14]([CH2:28][C:27]2[CH:30]=[CH:31][C:24]([O:23][CH3:22])=[CH:25][CH:26]=2)[C:13](=[O:18])[N:12]=[C:11]3[CH:19]2[CH2:21][CH2:20]2)[CH:5]=[CH:6][CH:7]=1. (4) Reactant: Br[C:2]1[CH:3]=[N:4][C:5]([C:8]2[O:16][C:11]3=[CH:12][N:13]=[CH:14][CH:15]=[C:10]3[C:9]=2[O:17][Si](C(C)(C)C)(C2C=CC=CC=2)C2C=CC=CC=2)=[N:6][CH:7]=1.[C:35]([Si:39]([CH3:45])([CH3:44])[O:40][CH2:41][C:42]#[CH:43])([CH3:38])([CH3:37])[CH3:36].C(N(CC)CC)C. Product: [Si:39]([O:40][CH2:41][C:42]#[C:43][C:2]1[CH:7]=[N:6][C:5]([C:8]2[O:16][C:11]3=[CH:12][N:13]=[CH:14][CH:15]=[C:10]3[C:9]=2[OH:17])=[N:4][CH:3]=1)([C:35]([CH3:36])([CH3:37])[CH3:38])([CH3:44])[CH3:45]. The catalyst class is: 540. (5) The catalyst class is: 101. Product: [C:9]([O:13][C:14]([N:16]1[CH2:17][CH:18]2[O:24][CH:22]([CH2:21][N:20]([C:2]3[CH:7]=[N:6][CH:5]=[C:4]([F:8])[CH:3]=3)[CH2:19]2)[CH2:23]1)=[O:15])([CH3:12])([CH3:10])[CH3:11]. Reactant: Br[C:2]1[CH:3]=[C:4]([F:8])[CH:5]=[N:6][CH:7]=1.[C:9]([O:13][C:14]([N:16]1[CH2:23][CH:22]2[O:24][CH:18]([CH2:19][NH:20][CH2:21]2)[CH2:17]1)=[O:15])([CH3:12])([CH3:11])[CH3:10].C1(P(C2C=CC=CC=2)C2C3OC4C(=CC=CC=4P(C4C=CC=CC=4)C4C=CC=CC=4)C(C)(C)C=3C=CC=2)C=CC=CC=1.CC(C)([O-])C.[Na+]. (6) The catalyst class is: 17. Reactant: Cl[C:2](OCC)=[O:3].[CH2:7]([O:14][C:15]1[CH:16]=[C:17]([CH:31]=[C:32]([O:34][CH2:35][C:36]2[CH:41]=[CH:40][CH:39]=[CH:38][CH:37]=2)[CH:33]=1)[C:18]([NH:20][C:21]1[CH:26]=[CH:25][C:24]([C:27]([NH:29][OH:30])=[NH:28])=[CH:23][N:22]=1)=[O:19])[C:8]1[CH:13]=[CH:12][CH:11]=[CH:10][CH:9]=1. Product: [CH2:35]([O:34][C:32]1[CH:31]=[C:17]([CH:16]=[C:15]([O:14][CH2:7][C:8]2[CH:9]=[CH:10][CH:11]=[CH:12][CH:13]=2)[CH:33]=1)[C:18]([NH:20][C:21]1[CH:26]=[CH:25][C:24]([C:27]2[NH:28][C:2](=[O:3])[O:30][N:29]=2)=[CH:23][N:22]=1)=[O:19])[C:36]1[CH:41]=[CH:40][CH:39]=[CH:38][CH:37]=1. (7) Reactant: C[O:2][C:3]1[C:4]([CH3:36])=[C:5]([C:27]([O:34]C)=[C:28]([O:32][CH3:33])[C:29]=1[O:30][CH3:31])[CH2:6][C:7]1[CH:8]=[CH:9][C:10]([O:21][CH2:22][C:23]([O:25][CH3:26])=[O:24])=[C:11]([CH:20]=1)[C:12]([N:14]1[CH2:19][CH2:18][O:17][CH2:16][CH2:15]1)=[O:13].O=[N+]([O-])[O-].[O-][N+](=O)[O-].[O-][N+](=O)[O-].[O-][N+](=O)[O-].[O-][N+](=O)[O-].[O-][N+](=O)[O-].[Ce+4].[NH4+].[NH4+]. Product: [CH3:31][O:30][C:29]1[C:3](=[O:2])[C:4]([CH3:36])=[C:5]([CH2:6][C:7]2[CH:8]=[CH:9][C:10]([O:21][CH2:22][C:23]([O:25][CH3:26])=[O:24])=[C:11]([CH:20]=2)[C:12]([N:14]2[CH2:15][CH2:16][O:17][CH2:18][CH2:19]2)=[O:13])[C:27](=[O:34])[C:28]=1[O:32][CH3:33]. The catalyst class is: 47. (8) Product: [C:20]([O:24][C:25](=[O:43])[N:26]([C@:28]([C:35]1[CH:40]=[CH:39][C:38]([Cl:41])=[C:37]([Cl:42])[CH:36]=1)([CH2:32][CH:33]=[CH2:34])[CH2:29][N:30]([CH3:31])[C:15](=[O:16])[CH2:14][C:13]([F:19])([F:18])[F:12])[CH3:27])([CH3:21])([CH3:22])[CH3:23]. Reactant: O.ON1C2C=CC=CC=2N=N1.[F:12][C:13]([F:19])([F:18])[CH2:14][C:15](O)=[O:16].[C:20]([O:24][C:25](=[O:43])[N:26]([C@:28]([C:35]1[CH:40]=[CH:39][C:38]([Cl:41])=[C:37]([Cl:42])[CH:36]=1)([CH2:32][CH:33]=[CH2:34])[CH2:29][NH:30][CH3:31])[CH3:27])([CH3:23])([CH3:22])[CH3:21].O. The catalyst class is: 7. (9) Reactant: Cl[C:2]1[N:7]=[CH:6][N:5]=[C:4]2[N:8]([C:11]3[CH:16]=[CH:15][C:14]([O:17][CH3:18])=[CH:13][CH:12]=3)[N:9]=[CH:10][C:3]=12.[NH2:19][C:20]1[CH:21]=[C:22]([CH:36]=[CH:37][CH:38]=1)[C:23]([NH:25][C:26]1[CH:31]=[CH:30][CH:29]=[C:28]([C:32]([F:35])([F:34])[F:33])[CH:27]=1)=[O:24]. Product: [CH3:18][O:17][C:14]1[CH:15]=[CH:16][C:11]([N:8]2[C:4]3=[N:5][CH:6]=[N:7][C:2]([NH:19][C:20]4[CH:21]=[C:22]([CH:36]=[CH:37][CH:38]=4)[C:23]([NH:25][C:26]4[CH:31]=[CH:30][CH:29]=[C:28]([C:32]([F:33])([F:34])[F:35])[CH:27]=4)=[O:24])=[C:3]3[CH:10]=[N:9]2)=[CH:12][CH:13]=1. The catalyst class is: 107.